From a dataset of Catalyst prediction with 721,799 reactions and 888 catalyst types from USPTO. Predict which catalyst facilitates the given reaction. (1) Reactant: [I:1][C:2]1[C:10]2[C:5](=[N:6][CH:7]=[N:8][C:9]=2[NH2:11])[NH:4][N:3]=1.C(=O)([O-])[O-].[Cs+].[Cs+].[C:18]1([C:24](Cl)([C:31]2[CH:36]=[CH:35][CH:34]=[CH:33][CH:32]=2)[C:25]2[CH:30]=[CH:29][CH:28]=[CH:27][CH:26]=2)[CH:23]=[CH:22][CH:21]=[CH:20][CH:19]=1. Product: [I:1][C:2]1[C:10]2[C:5](=[N:6][CH:7]=[N:8][C:9]=2[NH2:11])[N:4]([C:24]([C:18]2[CH:23]=[CH:22][CH:21]=[CH:20][CH:19]=2)([C:31]2[CH:32]=[CH:33][CH:34]=[CH:35][CH:36]=2)[C:25]2[CH:26]=[CH:27][CH:28]=[CH:29][CH:30]=2)[N:3]=1. The catalyst class is: 9. (2) Reactant: [CH2:1]([C:8]1[CH:9]=[C:10]([CH2:28][CH:29]([O:33][CH2:34][CH3:35])[C:30]([O-:32])=[O:31])[CH:11]=[CH:12][C:13]=1[O:14][CH2:15][CH2:16][C:17]1[CH:22]=[CH:21][C:20]([O:23][S:24]([CH3:27])(=[O:26])=[O:25])=[CH:19][CH:18]=1)[C:2]1[CH:7]=[CH:6][CH:5]=[CH:4][CH:3]=1.[OH-].[Li+]. Product: [CH2:1]([C:8]1[CH:9]=[C:10]([CH2:28][CH:29]([O:33][CH2:34][CH3:35])[C:30]([OH:32])=[O:31])[CH:11]=[CH:12][C:13]=1[O:14][CH2:15][CH2:16][C:17]1[CH:22]=[CH:21][C:20]([O:23][S:24]([CH3:27])(=[O:26])=[O:25])=[CH:19][CH:18]=1)[C:2]1[CH:3]=[CH:4][CH:5]=[CH:6][CH:7]=1. The catalyst class is: 20. (3) Reactant: [CH3:1][C:2]1[S:6][C:5]([S:7](Cl)(=[O:9])=[O:8])=[CH:4][CH:3]=1.[CH3:11][C:12]1[C:16]([CH3:17])=[C:15]([NH2:18])[O:14][N:13]=1.CN(C1C=CC=CN=1)C. Product: [CH3:11][C:12]1[C:16]([CH3:17])=[C:15]([NH:18][S:7]([C:5]2[S:6][C:2]([CH3:1])=[CH:3][CH:4]=2)(=[O:9])=[O:8])[O:14][N:13]=1. The catalyst class is: 202. (4) Reactant: C([NH:4][C@:5]1([C:22](NC(C)(C)C)=[O:23])[C@@H:9]([CH2:10][CH2:11][CH2:12][B:13]2[O:17]C(C)(C)C(C)(C)[O:14]2)[CH2:8][NH:7][CH2:6]1)(=O)C.S([O-])([O-])(=O)=O.[Na+].[Na+].C([N:43]1[CH2:48][CH2:47][CH2:46][CH:45]([CH:49]=O)[CH2:44]1)(OC(C)(C)C)=O.C(O[BH-](OC(=O)C)OC(=O)C)(=[O:53])C.[Na+].C(=O)([O-])[O-].[Na+].[Na+]. Product: [NH2:4][C@:5]1([C:22]([OH:23])=[O:53])[C@@H:9]([CH2:10][CH2:11][CH2:12][B:13]([OH:14])[OH:17])[CH2:8][N:7]([CH2:49][CH:45]2[CH2:46][CH2:47][CH2:48][NH:43][CH2:44]2)[CH2:6]1. The catalyst class is: 478. (5) Reactant: O[CH2:2][CH2:3][O:4][CH2:5][C:6]([NH:8][N:9]([C:17]1[CH:22]=[CH:21][CH:20]=[CH:19][CH:18]=1)[C:10]([O:12][C:13]([CH3:16])([CH3:15])[CH3:14])=[O:11])=[O:7].C1C=CC(P(C2C=CC=CC=2)C2C=CC=CC=2)=CC=1.CC(OC(/N=N/C(OC(C)C)=O)=O)C. Product: [C:13]([O:12][C:10](=[O:11])[N:9]([N:8]1[CH2:2][CH2:3][O:4][CH2:5][C:6]1=[O:7])[C:17]1[CH:22]=[CH:21][CH:20]=[CH:19][CH:18]=1)([CH3:16])([CH3:15])[CH3:14]. The catalyst class is: 1.